From a dataset of HIV replication inhibition screening data with 41,000+ compounds from the AIDS Antiviral Screen. Binary Classification. Given a drug SMILES string, predict its activity (active/inactive) in a high-throughput screening assay against a specified biological target. The molecule is COc1ccc2nc3cc(Cl)ccc3c(Sc3ccc(N)cc3)c2c1. The result is 0 (inactive).